This data is from Catalyst prediction with 721,799 reactions and 888 catalyst types from USPTO. The task is: Predict which catalyst facilitates the given reaction. (1) The catalyst class is: 27. Reactant: [Na].[C:2]([O:11][CH2:12][CH3:13])(=[O:10])[CH2:3][CH2:4][C:5]([O:7][CH2:8][CH3:9])=[O:6].[CH:14](OCC)=[O:15].O. Product: [CH:14]([CH:3]([CH2:4][C:5]([O:7][CH2:8][CH3:9])=[O:6])[C:2]([O:11][CH2:12][CH3:13])=[O:10])=[O:15]. (2) Reactant: [Cl:1][C:2]1[CH:7]=[CH:6][N:5]=[C:4]([C:8]#[N:9])[CH:3]=1.C[O-].[Na+].[Cl-].[NH4+:14]. Product: [ClH:1].[C:8]([C:4]1[CH:3]=[C:2]([Cl:1])[CH:7]=[CH:6][N:5]=1)(=[NH:14])[NH2:9]. The catalyst class is: 5. (3) Product: [Br:1][C:2]1[S:6][C:5]([CH:7]=[CH:8][C:9]([C:11]2[CH:12]=[CH:13][C:14]([NH2:17])=[CH:15][CH:16]=2)=[O:10])=[CH:4][CH:3]=1. The catalyst class is: 8. Reactant: [Br:1][C:2]1[S:6][C:5]([CH:7]=[CH:8][C:9]([C:11]2[CH:16]=[CH:15][C:14]([N+:17]([O-])=O)=[CH:13][CH:12]=2)=[O:10])=[CH:4][CH:3]=1.[Sn](Cl)Cl. (4) Reactant: [Br:1][C:2]1[C:3]([F:12])=[C:4]([CH:8]=[CH:9][C:10]=1[F:11])[C:5]([OH:7])=O.[CH3:13][N:14]([CH3:17])C=O.[C:18](Cl)(=[O:22])C(Cl)=O. Product: [CH2:17]([N:14]([CH2:13][CH2:18][OH:22])[C:5](=[O:7])[C:4]1[CH:8]=[CH:9][C:10]([F:11])=[C:2]([Br:1])[C:3]=1[F:12])[C:2]1[CH:3]=[CH:4][CH:8]=[CH:9][CH:10]=1. The catalyst class is: 11.